From a dataset of NCI-60 drug combinations with 297,098 pairs across 59 cell lines. Regression. Given two drug SMILES strings and cell line genomic features, predict the synergy score measuring deviation from expected non-interaction effect. Drug 2: COC1=C2C(=CC3=C1OC=C3)C=CC(=O)O2. Drug 1: C1=NNC2=C1C(=O)NC=N2. Synergy scores: CSS=2.55, Synergy_ZIP=1.03, Synergy_Bliss=2.56, Synergy_Loewe=0.975, Synergy_HSA=0.447. Cell line: HOP-92.